Dataset: Catalyst prediction with 721,799 reactions and 888 catalyst types from USPTO. Task: Predict which catalyst facilitates the given reaction. (1) Reactant: [NH:1]1[CH:5]=[C:4]([C:6]([O:8]C)=[O:7])[N:3]=[CH:2]1.Cl[C:11]1[N:16]=[C:15]([NH:17][C:18]2[N:23]=[CH:22][C:21]3[N:24]=[C:25]([CH3:30])[N:26]([CH:27]([CH3:29])[CH3:28])[C:20]=3[CH:19]=2)[CH:14]=[CH:13][N:12]=1.C(=O)([O-])[O-].[Cs+].[Cs+]. The catalyst class is: 218. Product: [CH:27]([N:26]1[C:20]2[CH:19]=[C:18]([NH:17][C:15]3[CH:14]=[CH:13][N:12]=[C:11]([N:1]4[CH:5]=[C:4]([C:6]([OH:8])=[O:7])[N:3]=[CH:2]4)[N:16]=3)[N:23]=[CH:22][C:21]=2[N:24]=[C:25]1[CH3:30])([CH3:29])[CH3:28]. (2) Reactant: [C:1]([C:3]1[S:7][C:6](C2C=CC(C(O)=O)=CC=2)=[CH:5][CH:4]=1)#[N:2].CCN=C=N[CH2:22][CH2:23][CH2:24][N:25]([CH3:27])C.Cl.C1C=CC2N([OH:38])N=NC=2C=1.[CH3:39][CH2:40][N:41]([CH:45]([CH3:47])[CH3:46])[CH:42]([CH3:44])C.N1[CH2:52][CH2:51][CH2:50][C@H:49]1[CH2:53]N1CCCC1. Product: [N:25]1([CH2:47][C@@H:45]2[CH2:46][CH2:44][CH2:42][N:41]2[C:40]([C:39]2[CH:52]=[CH:51][C:50]([SH:7]3[CH:6]=[CH:5][CH:4]=[C:3]3[C:1]#[N:2])=[CH:49][CH:53]=2)=[O:38])[CH2:24][CH2:23][CH2:22][CH2:27]1. The catalyst class is: 174. (3) Reactant: [CH3:1][N:2]([CH3:26])[C:3]1[CH:8]=[C:7]([CH2:9][N:10]([CH3:22])[CH2:11][CH2:12][C:13]2[CH:18]=[CH:17][C:16]([N+:19]([O-:21])=[O:20])=[CH:15][CH:14]=2)[C:6]([OH:23])=[C:5]([O:24][CH3:25])[CH:4]=1.C(N(C(C)C)CC)(C)C.[C:36](Cl)(=[O:38])[CH3:37]. Product: [C:36]([O:23][C:6]1[C:7]([CH2:9][N:10]([CH3:22])[CH2:11][CH2:12][C:13]2[CH:18]=[CH:17][C:16]([N+:19]([O-:21])=[O:20])=[CH:15][CH:14]=2)=[CH:8][C:3]([N:2]([CH3:1])[CH3:26])=[CH:4][C:5]=1[O:24][CH3:25])(=[O:38])[CH3:37]. The catalyst class is: 4. (4) Reactant: C([O:3][C:4](=O)[CH2:5][NH:6][C:7]1[C:12]([N+:13]([O-])=O)=[CH:11][C:10]([I:16])=[CH:9][N:8]=1)C.O.O.Cl[Sn]Cl. Product: [I:16][C:10]1[CH:9]=[N:8][C:7]2[NH:6][CH2:5][C:4](=[O:3])[NH:13][C:12]=2[CH:11]=1. The catalyst class is: 8. (5) Reactant: Br[C:2]1[N:10]([C:11]([O:13][C:14]([CH3:17])([CH3:16])[CH3:15])=[O:12])[C:9]2[C:4](=[N:5][C:6]([O:18][CH3:19])=[CH:7][CH:8]=2)[C:3]=1[CH2:20][C:21]([O:23][CH2:24][CH3:25])=[O:22].[CH2:26](C([Sn])=C(CCCC)CCCC)[CH2:27]CC. Product: [CH2:24]([O:23][C:21](=[O:22])[CH2:20][C:3]1[C:4]2=[N:5][C:6]([O:18][CH3:19])=[CH:7][CH:8]=[C:9]2[N:10]([C:11]([O:13][C:14]([CH3:17])([CH3:16])[CH3:15])=[O:12])[C:2]=1[CH:26]=[CH2:27])[CH3:25]. The catalyst class is: 128. (6) Reactant: Cl[CH2:2][C:3]1[N:4]=[C:5]([C:9]2[CH:18]=[CH:17][C:12]([C:13]([O:15][CH3:16])=[O:14])=[CH:11][CH:10]=2)[O:6][C:7]=1[CH3:8].[N:19]1([CH2:25][C:26]2[CH:31]=[CH:30][C:29]([S:32]([O-:34])=[O:33])=[CH:28][CH:27]=2)[CH2:24][CH2:23][CH2:22][CH2:21][CH2:20]1.[Li+].C(=O)([O-])[O-].[K+].[K+].O. Product: [CH3:8][C:7]1[O:6][C:5]([C:9]2[CH:18]=[CH:17][C:12]([C:13]([O:15][CH3:16])=[O:14])=[CH:11][CH:10]=2)=[N:4][C:3]=1[CH2:2][S:32]([C:29]1[CH:28]=[CH:27][C:26]([CH2:25][N:19]2[CH2:24][CH2:23][CH2:22][CH2:21][CH2:20]2)=[CH:31][CH:30]=1)(=[O:33])=[O:34]. The catalyst class is: 9. (7) Product: [F:1][C:2]1[CH:3]=[CH:4][C:5]([C:8]2([C:18]3[CH:19]=[CH:20][C:21]([F:24])=[CH:22][CH:23]=3)[CH2:12][CH2:11][N:10]([CH2:13][C:14]([NH:37][C:36]3[CH:38]=[CH:39][C:33]([C:32]([F:31])([F:40])[F:41])=[CH:34][CH:35]=3)=[O:15])[C:9]2=[O:17])=[CH:6][CH:7]=1. The catalyst class is: 120. Reactant: [F:1][C:2]1[CH:7]=[CH:6][C:5]([C:8]2([C:18]3[CH:23]=[CH:22][C:21]([F:24])=[CH:20][CH:19]=3)[CH2:12][CH2:11][N:10]([CH2:13][C:14](O)=[O:15])[C:9]2=[O:17])=[CH:4][CH:3]=1.C(Cl)(=O)C(Cl)=O.[F:31][C:32]([F:41])([F:40])[C:33]1[CH:39]=[CH:38][C:36]([NH2:37])=[CH:35][CH:34]=1.CN1CCOCC1. (8) Reactant: [Cl:1][C:2]1[CH:3]=[C:4]2[C:8](=[CH:9][CH:10]=1)[N:7]([S:11]([C:14]1[CH:23]=[CH:22][C:17]([C:18](OC)=[O:19])=[CH:16][CH:15]=1)(=[O:13])=[O:12])[CH2:6][CH2:5]2.[BH4-].[Li+].[H-].[Al+3].[Li+].[H-].[H-].[H-]. Product: [Cl:1][C:2]1[CH:3]=[C:4]2[C:8](=[CH:9][CH:10]=1)[N:7]([S:11]([C:14]1[CH:23]=[CH:22][C:17]([CH2:18][OH:19])=[CH:16][CH:15]=1)(=[O:13])=[O:12])[CH2:6][CH2:5]2. The catalyst class is: 1.